Dataset: Peptide-MHC class II binding affinity with 134,281 pairs from IEDB. Task: Regression. Given a peptide amino acid sequence and an MHC pseudo amino acid sequence, predict their binding affinity value. This is MHC class II binding data. The peptide sequence is TKKFDEVVKANGGYL. The MHC is HLA-DQA10301-DQB10302 with pseudo-sequence HLA-DQA10301-DQB10302. The binding affinity (normalized) is 0.193.